From a dataset of Catalyst prediction with 721,799 reactions and 888 catalyst types from USPTO. Predict which catalyst facilitates the given reaction. Reactant: [F:1][C:2]1[CH:7]=[CH:6][C:5]([CH:8]2[CH2:13][C:12](=[O:14])[CH2:11][C:10](=[O:15])[CH2:9]2)=[CH:4][CH:3]=1.[C:16]([O-])(=[O:18])[CH3:17].[Na+].C(OCC)(=O)C.O. Product: [C:16]([CH:11]1[C:12](=[O:14])[CH2:13][CH:8]([C:5]2[CH:6]=[CH:7][C:2]([F:1])=[CH:3][CH:4]=2)[CH2:9][C:10]1=[O:15])(=[O:18])[CH3:17]. The catalyst class is: 152.